The task is: Binary Classification. Given a T-cell receptor sequence (or CDR3 region) and an epitope sequence, predict whether binding occurs between them.. This data is from TCR-epitope binding with 47,182 pairs between 192 epitopes and 23,139 TCRs. (1) Result: 1 (the TCR binds to the epitope). The TCR CDR3 sequence is CASAEGWENYGYTF. The epitope is HTTDPSFLGRY. (2) The epitope is NEGVKAAW. The TCR CDR3 sequence is CASSGNRAPVYDEQFF. Result: 0 (the TCR does not bind to the epitope). (3) The epitope is RIFTIGTVTLK. The TCR CDR3 sequence is CASSYRSQNTEAFF. Result: 1 (the TCR binds to the epitope). (4) The epitope is YFPLQSYGF. The TCR CDR3 sequence is CASSEAGEQFF. Result: 1 (the TCR binds to the epitope).